Dataset: Forward reaction prediction with 1.9M reactions from USPTO patents (1976-2016). Task: Predict the product of the given reaction. (1) Given the reactants [CH3:1][C:2]1[C:3]([Cl:25])=[CH:4][C:5]([C:21](=[O:24])[CH2:22][CH3:23])=[C:6]([C:8]2[CH2:9][CH2:10][N:11]([C:14]([O:16][C:17]([CH3:20])([CH3:19])[CH3:18])=[O:15])[CH2:12][CH:13]=2)[CH:7]=1, predict the reaction product. The product is: [CH3:1][C:2]1[C:3]([Cl:25])=[CH:4][C:5]([CH:21]([OH:24])[CH2:22][CH3:23])=[C:6]([CH:8]2[CH2:13][CH2:12][N:11]([C:14]([O:16][C:17]([CH3:19])([CH3:18])[CH3:20])=[O:15])[CH2:10][CH2:9]2)[CH:7]=1. (2) Given the reactants [H-].[Na+].[Cl:3][C:4]1[CH:9]=[C:8]([N+:10]([O-:12])=[O:11])[CH:7]=[CH:6][C:5]=1[OH:13].Cl[C:15]1[CH:20]=[CH:19][N:18]=[C:17]([NH:21][CH2:22][CH2:23][CH2:24][OH:25])[N:16]=1, predict the reaction product. The product is: [Cl:3][C:4]1[CH:9]=[C:8]([N+:10]([O-:12])=[O:11])[CH:7]=[CH:6][C:5]=1[O:13][C:19]1[CH:20]=[CH:15][N:16]=[C:17]([NH:21][CH2:22][CH2:23][CH2:24][OH:25])[N:18]=1.